Dataset: Experimentally validated miRNA-target interactions with 360,000+ pairs, plus equal number of negative samples. Task: Binary Classification. Given a miRNA mature sequence and a target amino acid sequence, predict their likelihood of interaction. (1) The miRNA is hsa-miR-574-5p with sequence UGAGUGUGUGUGUGUGAGUGUGU. The protein sequence of the target gene is MSPAPRPSRSLLLPLLTLGTALASLGWAQGSNFSPEAWLQQYGYLPPGDLRTHTQRSPQSLSAAIAAMQKFYGLQVTGKADLATMMAMRRPRCGVPDKFGTEIKANVRRKRYAIQGLKWQHNEITFCIQNYTPKVGEYATFEAIRKAFRVWESATPLRFREVPYAYIREGHEKQADIMILFAEGFHGDSTPFDGEGGFLAHAYFPGPNIGGDTHFDSAEPWTVQNEDLNGNDIFLVAVHELGHALGLEHSNDPSAIMAPFYQWMDTENFVLPDDDRRGIQQLYGSKSGSPTKMPPQPRTT.... Result: 0 (no interaction). (2) The miRNA is hsa-miR-3914 with sequence AAGGAACCAGAAAAUGAGAAGU. The protein sequence of the target gene is MGLPQPGLWLKRLWVLLEVAVHVVVGKVLLILFPDRVKRNILAMGEKTGMTRNPHFSHDNWIPTFFSTQYFWFVLKVRWQRLEDTTELGGLAPNCPVVRLSGQRCNIWEFMQGNRPLVLNFGSCTUPSFMFKFDQFKRLIEDFSSIADFLVIYIEEAHASDGWAFKNNMDIRNHQNLQDRLQAAHLLLARSPQCPVVVDTMQNQSSQLYAALPERLYIIQEGRILYKGKSGPWNYNPEEVRAVLEKLHS. Result: 0 (no interaction).